Dataset: Forward reaction prediction with 1.9M reactions from USPTO patents (1976-2016). Task: Predict the product of the given reaction. (1) Given the reactants [NH2:1][C:2]1[S:10][C:5]2[CH2:6][O:7][CH2:8][CH2:9][C:4]=2[C:3]=1[C:11]([NH2:13])=[O:12].[F:14][C:15]([F:30])([F:29])[C:16]1[C:24]2[CH2:23][CH2:22][CH2:21][CH2:20][C:19]=2[N:18]([CH2:25][C:26](O)=[O:27])[N:17]=1.C(N1C=CN=C1)(N1C=CN=C1)=O, predict the reaction product. The product is: [F:30][C:15]([F:14])([F:29])[C:16]1[C:24]2[CH2:23][CH2:22][CH:21]=[CH:20][C:19]=2[N:18]([CH2:25][C:26]([NH:1][C:2]2[S:10][C:5]3[CH2:6][O:7][CH2:8][CH2:9][C:4]=3[C:3]=2[C:11]([NH2:13])=[O:12])=[O:27])[N:17]=1. (2) Given the reactants [NH:1]1[C:9]2[C:4](=[CH:5][C:6]([CH2:10][NH:11][C:12](=[O:18])[O:13][C:14]([CH3:17])([CH3:16])[CH3:15])=[CH:7][CH:8]=2)[CH:3]=[CH:2]1.[C:19](Cl)(=[O:23])[C:20](Cl)=[O:21].C[CH2:26][O:27]CC, predict the reaction product. The product is: [C:14]([O:13][C:12]([NH:11][CH2:10][C:6]1[CH:5]=[C:4]2[C:9](=[CH:8][CH:7]=1)[NH:1][CH:2]=[C:3]2[C:19](=[O:23])[C:20]([O:27][CH3:26])=[O:21])=[O:18])([CH3:15])([CH3:17])[CH3:16]. (3) Given the reactants [Cl:1][C:2]1[CH:10]=[C:9]([N+:11]([O-:13])=[O:12])[CH:8]=[CH:7][C:3]=1[C:4](O)=[O:5].S(Cl)([Cl:16])=O, predict the reaction product. The product is: [Cl:1][C:2]1[CH:10]=[C:9]([N+:11]([O-:13])=[O:12])[CH:8]=[CH:7][C:3]=1[C:4]([Cl:16])=[O:5]. (4) The product is: [CH3:16][O:17][C:18]1[CH:23]=[C:22]([O:24][CH3:25])[CH:21]=[CH:20][C:19]=1[CH2:26][CH2:27][C:28]1([CH:30]2[CH2:31][CH2:32][CH2:33][CH2:34]2)[O:29][C:3](=[O:2])[CH2:4][C:5](=[O:6])[CH2:7]1. Given the reactants C[O:2][C:3](=O)[CH2:4][C:5]([CH3:7])=[O:6].[H-].[Na+].[Li]CCCC.[CH3:16][O:17][C:18]1[CH:23]=[C:22]([O:24][CH3:25])[CH:21]=[CH:20][C:19]=1[CH2:26][CH2:27][C:28]([CH:30]1[CH2:34][CH2:33][CH2:32][CH2:31]1)=[O:29], predict the reaction product. (5) Given the reactants C([O-])([O-])=O.[K+].[K+].Br[C:8]1[CH:9]=[C:10]([C:15]2[CH:16]=[N:17][C:18]([O:21][CH3:22])=[CH:19][CH:20]=2)[C:11]([NH2:14])=[N:12][CH:13]=1.[CH3:23][S:24]([C:27]1[CH:32]=[CH:31][C:30](B(O)O)=[CH:29][CH:28]=1)(=[O:26])=[O:25], predict the reaction product. The product is: [CH3:22][O:21][C:18]1[N:17]=[CH:16][C:15]([C:10]2[C:11]([NH2:14])=[N:12][CH:13]=[C:8]([C:30]3[CH:31]=[CH:32][C:27]([S:24]([CH3:23])(=[O:26])=[O:25])=[CH:28][CH:29]=3)[CH:9]=2)=[CH:20][CH:19]=1. (6) Given the reactants [Cl:1][C:2]1[CH:3]=[C:4]([CH:21]=[CH:22][CH:23]=1)[O:5][C:6]1[CH:11]=[C:10]([O:12]C)[CH:9]=[CH:8][C:7]=1/[CH:14]=[CH:15]/[C:16]([O:18][CH2:19][CH3:20])=[O:17].B(Br)(Br)Br, predict the reaction product. The product is: [Cl:1][C:2]1[CH:3]=[C:4]([CH:21]=[CH:22][CH:23]=1)[O:5][C:6]1[CH:11]=[C:10]([OH:12])[CH:9]=[CH:8][C:7]=1/[CH:14]=[CH:15]/[C:16]([O:18][CH2:19][CH3:20])=[O:17]. (7) Given the reactants [C:1]([Si:5]([CH3:36])([CH3:35])[O:6][C:7]1[CH:24]=[CH:23][C:22]2[C@:21]3([CH:25]=[CH2:26])[C@H:12]([C@H:13]4[C@@:17]([CH2:19][CH2:20]3)([CH3:18])[CH2:16][C@H:15]([O:27][Si](C(C)(C)C)(C)C)[CH2:14]4)[CH2:11][CH2:10][C:9]=2[CH:8]=1)([CH3:4])([CH3:3])[CH3:2].B(F)(F)F.CCOCC.C(=O)([O-])O.[Na+], predict the reaction product. The product is: [Si:5]([O:6][C:7]1[CH:24]=[CH:23][C:22]2[C@:21]3([CH:25]=[CH2:26])[C@H:12]([C@H:13]4[C@@:17]([CH2:19][CH2:20]3)([CH3:18])[CH2:16][C@H:15]([OH:27])[CH2:14]4)[CH2:11][CH2:10][C:9]=2[CH:8]=1)([C:1]([CH3:4])([CH3:3])[CH3:2])([CH3:36])[CH3:35]. (8) Given the reactants [Br:1][C:2]1[CH:3]=[N:4][C:5]2[N:6]([N:8]=[C:9]([C:11](N3CCC4C=CNC=4C3C)=[O:12])[CH:10]=2)[CH:7]=1.[Cl:23][C:24]1[O:25][C:26]2[CH2:31][CH2:30][NH:29][CH:28]([CH3:32])[C:27]=2[N:33]=1, predict the reaction product. The product is: [Br:1][C:2]1[CH:3]=[N:4][C:5]2[N:6]([N:8]=[C:9]([C:11]([N:29]3[CH2:30][CH2:31][C:26]4[O:25][C:24]([Cl:23])=[N:33][C:27]=4[CH:28]3[CH3:32])=[O:12])[CH:10]=2)[CH:7]=1. (9) The product is: [NH2:15][C:13]1[N:14]=[C:9]([CH2:8][CH2:7][CH:4]2[CH2:3][CH2:2][N:1]([C:16]([O:18][C:19]([CH3:22])([CH3:21])[CH3:20])=[O:17])[CH2:6][CH2:5]2)[CH:10]=[CH:11][CH:12]=1. Given the reactants [NH:1]1[CH2:6][CH2:5][CH:4]([CH2:7][CH2:8][C:9]2[N:14]=[C:13]([NH2:15])[CH:12]=[CH:11][CH:10]=2)[CH2:3][CH2:2]1.[C:16](O[C:16]([O:18][C:19]([CH3:22])([CH3:21])[CH3:20])=[O:17])([O:18][C:19]([CH3:22])([CH3:21])[CH3:20])=[O:17].C(N(CC)CC)C.O, predict the reaction product.